Dataset: Catalyst prediction with 721,799 reactions and 888 catalyst types from USPTO. Task: Predict which catalyst facilitates the given reaction. Reactant: [Br:1][C:2]1[CH:3]=[C:4]([C:13](=[O:28])/[CH:14]=[C:15](/[C:20]2[CH:25]=[C:24]([Cl:26])[CH:23]=[C:22]([Cl:27])[CH:21]=2)\[C:16]([F:19])([F:18])[F:17])[CH:5]=[CH:6][C:7]=1[S:8][C:9]([CH3:12])([CH3:11])[CH3:10].[SH:29][CH2:30][C:31]([O:33][CH2:34][CH3:35])=[O:32].C(N(CC)CC)C. Product: [Br:1][C:2]1[CH:3]=[C:4]([C:13]2([OH:28])[CH2:14][C:15]([C:20]3[CH:21]=[C:22]([Cl:27])[CH:23]=[C:24]([Cl:26])[CH:25]=3)([C:16]([F:17])([F:18])[F:19])[S:29][CH:30]2[C:31]([O:33][CH2:34][CH3:35])=[O:32])[CH:5]=[CH:6][C:7]=1[S:8][C:9]([CH3:10])([CH3:11])[CH3:12]. The catalyst class is: 7.